From a dataset of Reaction yield outcomes from USPTO patents with 853,638 reactions. Predict the reaction yield, written as a fraction of the theoretical maximum amount of product (1.0 means a 100% yield; for example, 0.34 means a 34% yield). (1) The reactants are Br[C:2]1[C:7]([C:8]([F:11])([F:10])[F:9])=[CH:6][C:5]([NH:12][C:13]2[N:17]=[C:16]([NH2:18])[NH:15][N:14]=2)=[CH:4][C:3]=1[Cl:19].CN1C(C)(C)CC(SC2C=CC(B3OC(C)(C)C(C)(C)O3)=CC=2)CC1(C)C.[C:47]([O:51][C:52]1[CH:57]=[CH:56][C:55](B(O)O)=[CH:54][CH:53]=1)([CH3:50])([CH3:49])[CH3:48].C(=O)([O-])[O-].[K+].[K+]. The catalyst is O. The product is [C:47]([O:51][C:52]1[CH:57]=[CH:56][C:55]([C:2]2[C:3]([Cl:19])=[CH:4][C:5]([NH:12][C:13]3[N:17]=[C:16]([NH2:18])[NH:15][N:14]=3)=[CH:6][C:7]=2[C:8]([F:11])([F:10])[F:9])=[CH:54][CH:53]=1)([CH3:50])([CH3:48])[CH3:49]. The yield is 0.140. (2) The reactants are [NH2:1][C:2]1[CH:3]=[C:4]2[C:20](=[O:21])[NH:19][N:18]=[CH:17][C:6]3=[C:7]([C:11]4[CH:16]=[CH:15][CH:14]=[CH:13][CH:12]=4)[NH:8][C:9]([CH:10]=1)=[C:5]23.[CH:22]1([CH2:28][C:29](O)=[O:30])[CH2:27][CH2:26][CH2:25][CH2:24][CH2:23]1.C(N(CC)CC)C.F[P-](F)(F)(F)(F)F.N1(OC(N(C)C)=[N+](C)C)C2N=CC=CC=2N=N1. The catalyst is C(OCC)C.C(Cl)Cl.CO.CN(C)C=O. The product is [CH:22]1([CH2:28][C:29]([NH:1][C:2]2[CH:3]=[C:4]3[C:20](=[O:21])[NH:19][N:18]=[CH:17][C:6]4=[C:7]([C:11]5[CH:12]=[CH:13][CH:14]=[CH:15][CH:16]=5)[NH:8][C:9]([CH:10]=2)=[C:5]34)=[O:30])[CH2:27][CH2:26][CH2:25][CH2:24][CH2:23]1. The yield is 0.360.